From a dataset of Catalyst prediction with 721,799 reactions and 888 catalyst types from USPTO. Predict which catalyst facilitates the given reaction. Reactant: [Cl:1][C:2]1[CH:7]=[C:6]([Cl:8])[CH:5]=[CH:4][C:3]=1[CH2:9][N:10]1[C:15](=[O:16])[C:14]([C:17]([NH:19][CH2:20][C:21]([O:23]CC)=[O:22])=[O:18])=[C:13]([OH:26])[C:12]([C:27](OC)=[O:28])=[C:11]1[OH:31].[F:32][C:33]1[CH:39]=[CH:38][CH:37]=[C:36]([F:40])[C:34]=1[NH2:35].[OH-].[Na+]. Product: [Cl:1][C:2]1[CH:7]=[C:6]([Cl:8])[CH:5]=[CH:4][C:3]=1[CH2:9][N:10]1[C:11]([OH:31])=[C:12]([C:27]([NH:35][C:34]2[C:33]([F:32])=[CH:39][CH:38]=[CH:37][C:36]=2[F:40])=[O:28])[C:13]([OH:26])=[C:14]([C:17]([NH:19][CH2:20][C:21]([OH:23])=[O:22])=[O:18])[C:15]1=[O:16]. The catalyst class is: 155.